This data is from NCI-60 drug combinations with 297,098 pairs across 59 cell lines. The task is: Regression. Given two drug SMILES strings and cell line genomic features, predict the synergy score measuring deviation from expected non-interaction effect. Drug 2: CC1=C2C(C(=O)C3(C(CC4C(C3C(C(C2(C)C)(CC1OC(=O)C(C(C5=CC=CC=C5)NC(=O)OC(C)(C)C)O)O)OC(=O)C6=CC=CC=C6)(CO4)OC(=O)C)O)C)O. Cell line: CCRF-CEM. Synergy scores: CSS=70.1, Synergy_ZIP=-1.35, Synergy_Bliss=-1.70, Synergy_Loewe=-0.982, Synergy_HSA=0.0816. Drug 1: C1=C(C(=O)NC(=O)N1)N(CCCl)CCCl.